Dataset: NCI-60 drug combinations with 297,098 pairs across 59 cell lines. Task: Regression. Given two drug SMILES strings and cell line genomic features, predict the synergy score measuring deviation from expected non-interaction effect. Drug 1: C1CCC(C1)C(CC#N)N2C=C(C=N2)C3=C4C=CNC4=NC=N3. Drug 2: CC1=C(C(=CC=C1)Cl)NC(=O)C2=CN=C(S2)NC3=CC(=NC(=N3)C)N4CCN(CC4)CCO. Cell line: HL-60(TB). Synergy scores: CSS=-25.3, Synergy_ZIP=3.81, Synergy_Bliss=-12.5, Synergy_Loewe=-25.5, Synergy_HSA=-23.8.